The task is: Predict the product of the given reaction.. This data is from Forward reaction prediction with 1.9M reactions from USPTO patents (1976-2016). Given the reactants Cl[CH2:2][C:3](Cl)=[O:4].Cl.Cl.[Cl:8][C:9]1[C:10]([F:35])=[C:11]([CH:32]=[CH:33][CH:34]=1)[NH:12][C:13]1[C:22]2[C:17](=[CH:18][C:19]([O:30][CH3:31])=[C:20]([O:23][CH:24]3[CH2:29][CH2:28][CH2:27][NH:26][CH2:25]3)[CH:21]=2)[N:16]=[CH:15][N:14]=1.C(N(C(C)C)CC)(C)C.[NH:45]1[CH2:49][CH2:48][C@@H:47]([OH:50])[CH2:46]1, predict the reaction product. The product is: [Cl:8][C:9]1[C:10]([F:35])=[C:11]([CH:32]=[CH:33][CH:34]=1)[NH:12][C:13]1[C:22]2[C:17](=[CH:18][C:19]([O:30][CH3:31])=[C:20]([O:23][CH:24]3[CH2:29][CH2:28][CH2:27][N:26]([C:3](=[O:4])[CH2:2][N:45]4[CH2:49][CH2:48][C@@H:47]([OH:50])[CH2:46]4)[CH2:25]3)[CH:21]=2)[N:16]=[CH:15][N:14]=1.